Dataset: Full USPTO retrosynthesis dataset with 1.9M reactions from patents (1976-2016). Task: Predict the reactants needed to synthesize the given product. Given the product [F:8][C:9]1[C:14]([F:15])=[CH:13][CH:12]=[CH:11][C:10]=1[CH:16]1[CH2:26][CH2:25][CH:24]([OH:27])[C:19]2=[N:20][CH:21]=[CH:22][CH:23]=[C:18]2[CH:17]1[F:38], predict the reactants needed to synthesize it. The reactants are: F.N1C=CC=CC=1.[F:8][C:9]1[C:14]([F:15])=[CH:13][CH:12]=[CH:11][C:10]=1[CH:16]1[CH2:26][CH2:25][CH:24]([O:27][Si](C(C)C)(C(C)C)C(C)C)[C:19]2=[N:20][CH:21]=[CH:22][CH:23]=[C:18]2[CH:17]1[F:38].